This data is from Full USPTO retrosynthesis dataset with 1.9M reactions from patents (1976-2016). The task is: Predict the reactants needed to synthesize the given product. Given the product [F:3][C:4]1[CH:5]=[C:6]2[C:10](=[CH:11][CH:12]=1)[N:9]([CH2:13][C:14]1[CH:19]=[CH:18][CH:17]=[C:16]([F:20])[CH:15]=1)[C:8]([C:21]([OH:23])=[O:22])=[CH:7]2, predict the reactants needed to synthesize it. The reactants are: [OH-].[Na+].[F:3][C:4]1[CH:5]=[C:6]2[C:10](=[CH:11][CH:12]=1)[N:9]([CH2:13][C:14]1[CH:19]=[CH:18][CH:17]=[C:16]([F:20])[CH:15]=1)[C:8]([C:21]([O:23]CC)=[O:22])=[CH:7]2.